The task is: Regression. Given a peptide amino acid sequence and an MHC pseudo amino acid sequence, predict their binding affinity value. This is MHC class I binding data.. This data is from Peptide-MHC class I binding affinity with 185,985 pairs from IEDB/IMGT. (1) The peptide sequence is GFPSLESSF. The MHC is HLA-A02:03 with pseudo-sequence HLA-A02:03. The binding affinity (normalized) is 0.0847. (2) The peptide sequence is CYWPLNDYGF. The MHC is HLA-A29:02 with pseudo-sequence HLA-A29:02. The binding affinity (normalized) is 0.650. (3) The peptide sequence is YPPRPCGI. The MHC is Mamu-A01 with pseudo-sequence Mamu-A01. The binding affinity (normalized) is 0.294.